From a dataset of Forward reaction prediction with 1.9M reactions from USPTO patents (1976-2016). Predict the product of the given reaction. (1) Given the reactants [CH3:1][O:2][CH2:3][CH2:4][N:5]([C:10]1[CH:45]=[CH:44][CH:43]=[CH:42][C:11]=1[CH2:12][N:13]1[C:17]2[N:18]=[C:19]([NH:22][C:23]3[CH:28]=[CH:27][C:26]([N:29]4[CH2:34][CH2:33][N:32](C(OC(C)(C)C)=O)[CH2:31][CH2:30]4)=[CH:25][CH:24]=3)[N:20]=[CH:21][C:16]=2[CH:15]=[CH:14]1)[S:6]([CH3:9])(=[O:8])=[O:7].FC(F)(F)C(O)=O.CO.C(Cl)Cl, predict the reaction product. The product is: [CH3:1][O:2][CH2:3][CH2:4][N:5]([C:10]1[CH:45]=[CH:44][CH:43]=[CH:42][C:11]=1[CH2:12][N:13]1[C:17]2[N:18]=[C:19]([NH:22][C:23]3[CH:28]=[CH:27][C:26]([N:29]4[CH2:34][CH2:33][NH:32][CH2:31][CH2:30]4)=[CH:25][CH:24]=3)[N:20]=[CH:21][C:16]=2[CH:15]=[CH:14]1)[S:6]([CH3:9])(=[O:7])=[O:8]. (2) Given the reactants [NH:1]1[CH:5]=[C:4]([B:6]2[O:14][C:11]([CH3:13])([CH3:12])[C:8]([CH3:10])([CH3:9])[O:7]2)[CH:3]=[N:2]1.Br[CH2:16][CH:17]1[CH2:22][CH2:21][CH2:20][CH2:19][O:18]1, predict the reaction product. The product is: [O:18]1[CH2:19][CH2:20][CH2:21][CH2:22][CH:17]1[CH2:16][N:2]1[CH:3]=[C:4]([B:6]2[O:7][C:8]([CH3:9])([CH3:10])[C:11]([CH3:13])([CH3:12])[O:14]2)[CH:5]=[N:1]1. (3) Given the reactants [CH2:1]([N:3]([CH2:59][CH3:60])[C:4]1[CH:5]=[CH:6][C:7]([NH:30][C:31](=[O:58])[C:32]2[CH:37]=[CH:36][CH:35]=[C:34]([CH2:38][O:39][CH2:40][CH2:41][O:42][CH2:43][CH2:44][O:45][CH2:46][CH2:47][O:48][CH2:49][CH2:50][O:51][CH2:52][CH2:53][O:54][CH2:55][CH2:56][OH:57])[CH:33]=2)=[C:8]([C:10]2[CH:11]=[C:12]([CH:27]=[CH:28][N:29]=2)[C:13]([NH:15][CH2:16][C:17]2[CH:22]=[CH:21][CH:20]=[C:19]([C:23]([F:26])([F:25])[F:24])[CH:18]=2)=[O:14])[CH:9]=1)[CH3:2].C(N(CC)CC)C.[C:68]1([CH3:78])[CH:73]=[CH:72][C:71]([S:74](Cl)(=[O:76])=[O:75])=[CH:70][CH:69]=1, predict the reaction product. The product is: [CH3:78][C:68]1[CH:73]=[CH:72][C:71]([S:74]([O:57][CH2:56][CH2:55][O:54][CH2:53][CH2:52][O:51][CH2:50][CH2:49][O:48][CH2:47][CH2:46][O:45][CH2:44][CH2:43][O:42][CH2:41][CH2:40][O:39][CH2:38][C:34]2[CH:35]=[CH:36][CH:37]=[C:32]([C:31](=[O:58])[NH:30][C:7]3[CH:6]=[CH:5][C:4]([N:3]([CH2:1][CH3:2])[CH2:59][CH3:60])=[CH:9][C:8]=3[C:10]3[CH:11]=[C:12]([C:13](=[O:14])[NH:15][CH2:16][C:17]4[CH:22]=[CH:21][CH:20]=[C:19]([C:23]([F:26])([F:25])[F:24])[CH:18]=4)[CH:27]=[CH:28][N:29]=3)[CH:33]=2)(=[O:76])=[O:75])=[CH:70][CH:69]=1. (4) Given the reactants Cl[C:2]1[N:27]=[CH:26][C:5]2[N:6]=[CH:7][N:8]=[C:9]([NH:10][C:11]3[CH:16]=[CH:15][C:14]([O:17][CH2:18][C:19]4[CH:24]=[CH:23][CH:22]=[C:21]([F:25])[CH:20]=4)=[CH:13][CH:12]=3)[C:4]=2[CH:3]=1.C([Sn](CCCC)(CCCC)[C:33]1[O:37][CH:36]=[C:35]([CH:38]=[O:39])[CH:34]=1)CCC, predict the reaction product. The product is: [F:25][C:21]1[CH:20]=[C:19]([CH:24]=[CH:23][CH:22]=1)[CH2:18][O:17][C:14]1[CH:15]=[CH:16][C:11]([NH:10][C:9]2[C:4]3[CH:3]=[C:2]([C:33]4[O:37][CH:36]=[C:35]([CH:38]=[O:39])[CH:34]=4)[N:27]=[CH:26][C:5]=3[N:6]=[CH:7][N:8]=2)=[CH:12][CH:13]=1. (5) Given the reactants C([O:5][C:6](=[O:46])[C:7]([O:10]/[N:11]=[C:12](/[C:33]1[N:34]=[C:35]([NH:38]C(OC(C)(C)C)=O)[S:36][CH:37]=1)\[C:13]([NH:15][C@@H:16]1[C:19](=[O:20])[N:18]([S:21]([OH:24])(=[O:23])=[O:22])[C@@H:17]1[CH2:25][N:26]1[CH:30]=[C:29]([CH2:31][OH:32])[N:28]=[N:27]1)=[O:14])([CH3:9])[CH3:8])(C)(C)C.C(O)(C(F)(F)F)=O, predict the reaction product. The product is: [NH2:38][C:35]1[S:36][CH:37]=[C:33](/[C:12](=[N:11]/[O:10][C:7]([CH3:9])([CH3:8])[C:6]([OH:46])=[O:5])/[C:13]([NH:15][C@@H:16]2[C:19](=[O:20])[N:18]([S:21]([OH:24])(=[O:22])=[O:23])[C@@H:17]2[CH2:25][N:26]2[CH:30]=[C:29]([CH2:31][OH:32])[N:28]=[N:27]2)=[O:14])[N:34]=1.